This data is from Full USPTO retrosynthesis dataset with 1.9M reactions from patents (1976-2016). The task is: Predict the reactants needed to synthesize the given product. (1) Given the product [C:2]1([CH:8]2[O:12][N:11]=[C:10]([C:13]3[N:14]=[C:15]([N:18]4[CH2:23][CH2:22][N:21]([C:31](=[O:32])[CH2:30][N:29]5[C:25]([CH3:24])=[CH:26][C:27]([C:34]([F:37])([F:36])[F:35])=[N:28]5)[CH2:20][CH2:19]4)[S:16][CH:17]=3)[CH2:9]2)[CH:3]=[CH:4][CH:5]=[CH:6][CH:7]=1, predict the reactants needed to synthesize it. The reactants are: Cl.[C:2]1([CH:8]2[O:12][N:11]=[C:10]([C:13]3[N:14]=[C:15]([N:18]4[CH2:23][CH2:22][NH:21][CH2:20][CH2:19]4)[S:16][CH:17]=3)[CH2:9]2)[CH:7]=[CH:6][CH:5]=[CH:4][CH:3]=1.[CH3:24][C:25]1[N:29]([CH2:30][C:31](O)=[O:32])[N:28]=[C:27]([C:34]([F:37])([F:36])[F:35])[CH:26]=1.Cl.CN(C)CCCN=C=NCC.C(N(CC)CC)C.O.ON1C2C=CC=CC=2N=N1. (2) Given the product [CH2:7]([O:6][P:4]([CH2:9][C:10]1[CH:15]=[CH:14][C:13]([NH:16][C:17]2[N:22]=[C:21]([NH:23][C:24]3[CH:33]=[CH:32][C:31]([C@H:34]4[CH2:35][CH2:36][C@H:37]([C:40]([OH:42])=[O:41])[CH2:38][CH2:39]4)=[C:30]4[C:25]=3[C:26](=[O:46])[C:27]([CH3:45])=[CH:28][NH:29]4)[C:20]([C:47]([F:48])([F:50])[F:49])=[CH:19][N:18]=2)=[C:12]([O:51][CH3:52])[CH:11]=1)([O:3][CH2:1][CH3:2])=[O:5])[CH3:8], predict the reactants needed to synthesize it. The reactants are: [CH2:1]([O:3][P:4]([CH2:9][C:10]1[CH:15]=[CH:14][C:13]([NH:16][C:17]2[N:22]=[C:21]([NH:23][C:24]3[CH:33]=[CH:32][C:31]([C@H:34]4[CH2:39][CH2:38][C@H:37]([C:40]([O:42]CC)=[O:41])[CH2:36][CH2:35]4)=[C:30]4[C:25]=3[C:26](=[O:46])[C:27]([CH3:45])=[CH:28][NH:29]4)[C:20]([C:47]([F:50])([F:49])[F:48])=[CH:19][N:18]=2)=[C:12]([O:51][CH3:52])[CH:11]=1)([O:6][CH2:7][CH3:8])=[O:5])[CH3:2].O.[OH-].[Li+]. (3) The reactants are: [F:1][C:2]([F:35])([F:34])[C:3]1[CH:4]=[C:5]([C@H:13]([O:15][C@H:16]2[O:24][CH2:23][C@@H:19]3[CH2:20][NH:21][CH2:22][C@H:18]3[C@@H:17]2[C:25]2[CH:30]=[C:29](I)[C:28]([F:32])=[CH:27][C:26]=2[CH3:33])[CH3:14])[CH:6]=[C:7]([C:9]([F:12])([F:11])[F:10])[CH:8]=1.[O:36]1[CH2:40][CH2:39][CH:38]([C:41](O)=[O:42])[CH2:37]1. Given the product [F:1][C:2]([F:35])([F:34])[C:3]1[CH:4]=[C:5]([C@H:13]([O:15][C@H:16]2[O:24][CH2:23][C@@H:19]3[CH2:20][N:21]([C:41]([CH:38]4[CH2:39][CH2:40][O:36][CH2:37]4)=[O:42])[CH2:22][C@H:18]3[C@@H:17]2[C:25]2[CH:30]=[CH:29][C:28]([F:32])=[CH:27][C:26]=2[CH3:33])[CH3:14])[CH:6]=[C:7]([C:9]([F:12])([F:11])[F:10])[CH:8]=1, predict the reactants needed to synthesize it. (4) Given the product [CH2:20]([C:19]([C:16]1[CH:17]=[CH:18][C:13]([C:11]2[CH:12]=[C:7]([CH2:6][C:5]([OH:44])=[O:4])[CH:8]=[N:9][CH:10]=2)=[C:14]([CH3:43])[CH:15]=1)([C:22]1[CH:27]=[CH:26][C:25]([C:28]#[C:29][C:30]([OH:39])([C:35]([F:36])([F:37])[F:38])[C:31]([F:33])([F:34])[F:32])=[C:24]([CH3:40])[CH:23]=1)[CH2:41][CH3:42])[CH3:21], predict the reactants needed to synthesize it. The reactants are: [OH-].[Na+].C[O:4][C:5](=[O:44])[CH2:6][C:7]1[CH:8]=[N:9][CH:10]=[C:11]([C:13]2[CH:18]=[CH:17][C:16]([C:19]([CH2:41][CH3:42])([C:22]3[CH:27]=[CH:26][C:25]([C:28]#[C:29][C:30]([OH:39])([C:35]([F:38])([F:37])[F:36])[C:31]([F:34])([F:33])[F:32])=[C:24]([CH3:40])[CH:23]=3)[CH2:20][CH3:21])=[CH:15][C:14]=2[CH3:43])[CH:12]=1.[Cl-].[NH4+]. (5) Given the product [Br:21][C:9]1[C:10]2[C:5](=[CH:4][C:3]([O:2][CH3:1])=[CH:12][CH:11]=2)[CH:6]=[CH:7][C:8]=1[OH:13], predict the reactants needed to synthesize it. The reactants are: [CH3:1][O:2][C:3]1[CH:4]=[C:5]2[C:10](=[CH:11][CH:12]=1)[CH:9]=[C:8]([OH:13])[CH:7]=[CH:6]2.C1C(=O)N([Br:21])C(=O)C1.O.